This data is from Forward reaction prediction with 1.9M reactions from USPTO patents (1976-2016). The task is: Predict the product of the given reaction. (1) Given the reactants [CH2:1]1[N:12]([CH2:13][C:14]([OH:16])=[O:15])[CH2:11][CH2:10][N:9]([CH2:17][C:18]([OH:20])=[O:19])[CH2:8][CH2:7][N:6]([CH2:21][C:22]([OH:24])=[O:23])[CH2:5][CH2:4][N:3]([CH2:25][C:26]([OH:28])=[O:27])[CH2:2]1.[CH2:29]1[C:34](=[O:35])[N:33]([OH:36])[C:31](=[O:32])[CH:30]1[S:37]([O-:40])(=[O:39])=[O:38].[Na+:41].C(Cl)CCl, predict the reaction product. The product is: [CH2:2]1[N:3]([CH2:25][C:26]([OH:28])=[O:27])[CH2:4][CH2:5][N:6]([CH2:21][C:22]([OH:24])=[O:23])[CH2:7][CH2:8][N:9]([CH2:17][C:18]([OH:20])=[O:19])[CH2:10][CH2:11][N:12]([CH2:13][C:14]([OH:16])=[O:15])[CH2:1]1.[CH2:29]1[C:34](=[O:35])[N:33]([OH:36])[C:31](=[O:32])[CH:30]1[S:37]([O-:40])(=[O:39])=[O:38].[Na+:41]. (2) Given the reactants [CH3:1][O:2][C:3](=[O:15])[CH2:4][C:5]1[CH:10]=[CH:9][C:8]([OH:11])=[C:7]([N+:12]([O-])=O)[CH:6]=1.CO.[H][H], predict the reaction product. The product is: [CH3:1][O:2][C:3](=[O:15])[CH2:4][C:5]1[CH:10]=[CH:9][C:8]([OH:11])=[C:7]([NH2:12])[CH:6]=1. (3) Given the reactants P([O-])([O-])([O-])=O.[K+].[K+].[K+].[Br:9][C:10]1[C:23]2[S:22][C:21]3[C:16](=[CH:17][C:18](I)=[CH:19][CH:20]=3)[S:15][C:14]=2[CH:13]=[CH:12][CH:11]=1.N[C@H:26]([CH2:29][O:30]C)CO.[OH2:32], predict the reaction product. The product is: [Br:9][C:10]1[CH:11]=[CH:12][CH:13]=[C:14]2[C:23]=1[S:22][C:21]1[CH:20]=[CH:19][C:18]([O:32][CH2:26][CH2:29][OH:30])=[CH:17][C:16]=1[S:15]2. (4) Given the reactants [O:1]1[CH:5]=[CH:4][CH:3]=[C:2]1[C:6]1[C:14]2[C:13]([S:15][CH3:16])=[N:12][CH:11]=[N:10][C:9]=2[N:8]([C@@H:17]2[O:23][C@H:22]([CH2:24][OH:25])[C@@H:20]([OH:21])[C@H:18]2[OH:19])[CH:7]=1.I[C:27]1[C:35]2C(SC)=NC=N[C:30]=2N([C@@H]2O[C@H](CO)[C@@H](O)[C@H]2O)[CH:28]=1.O1C2C=CC=CC=2C=C1B(O)O.CO, predict the reaction product. The product is: [O:1]1[C:5]2[CH:28]=[CH:27][CH:35]=[CH:30][C:4]=2[CH:3]=[C:2]1[C:6]1[C:14]2[C:13]([S:15][CH3:16])=[N:12][CH:11]=[N:10][C:9]=2[N:8]([C@@H:17]2[O:23][C@H:22]([CH2:24][OH:25])[C@@H:20]([OH:21])[C@H:18]2[OH:19])[CH:7]=1. (5) Given the reactants [Cl:1][C:2]1[CH:3]=[C:4](I)[CH:5]=[CH:6][C:7]=1[Cl:8].[NH2:10][C@@H:11]([C:13]([OH:15])=[O:14])[CH3:12].C1(NN=CC2C=CC=CC=2O)C=CC=CC=1.P([O-])([O-])([O-])=O.[K+].[K+].[K+].Cl, predict the reaction product. The product is: [Cl:1][C:2]1[CH:3]=[C:4]([NH:10][C@H:11]([CH3:12])[C:13]([OH:15])=[O:14])[CH:5]=[CH:6][C:7]=1[Cl:8]. (6) The product is: [C:1]1(=[C:8]([C:24]2[CH:29]=[CH:28][C:27]([OH:30])=[CH:26][CH:25]=2)[C:9]2[CH:14]=[CH:13][C:12]([O:15][CH2:16][CH2:17][CH2:18][C:19]([OH:21])=[O:20])=[CH:11][CH:10]=2)[CH2:7][CH2:6][CH2:5][CH2:4][CH2:3][CH2:2]1. Given the reactants [C:1]1(=[C:8]([C:24]2[CH:29]=[CH:28][C:27]([OH:30])=[CH:26][CH:25]=2)[C:9]2[CH:14]=[CH:13][C:12]([O:15][CH2:16][CH2:17][CH2:18][C:19]([O:21]CC)=[O:20])=[CH:11][CH:10]=2)[CH2:7][CH2:6][CH2:5][CH2:4][CH2:3][CH2:2]1.CCO.[OH-].[Na+], predict the reaction product. (7) The product is: [Cl:1][CH2:23]/[CH:22]=[C:21](/[C:17]1[CH:18]=[CH:19][CH:20]=[C:15]([N+:12]([O-:14])=[O:13])[CH:16]=1)\[CH2:25][CH3:26]. Given the reactants [Cl:1]N1C(=O)CCC1=O.CSC.[N+:12]([C:15]1[CH:16]=[C:17](/[C:21](/[CH2:25][CH3:26])=[CH:22]/[CH2:23]O)[CH:18]=[CH:19][CH:20]=1)([O-:14])=[O:13], predict the reaction product. (8) Given the reactants [CH3:1][O:2][C:3]1[CH:8]=[CH:7][C:6]([N:9]=[N:10][C:11]2[CH:16]=[CH:15][CH:14]=[CH:13][CH:12]=2)=[CH:5][CH:4]=1.O, predict the reaction product. The product is: [CH3:1][O:2][C:3]1[CH:4]=[CH:5][C:6]([NH:9][NH:10][C:11]2[CH:12]=[CH:13][CH:14]=[CH:15][CH:16]=2)=[CH:7][CH:8]=1. (9) Given the reactants [OH:1][C:2]1[CH:3]=[C:4]([CH:8]=[CH:9][C:10]=1[C:11]([F:14])([F:13])[F:12])[C:5]([OH:7])=[O:6].O.[C:16](OC(=O)C)(=[O:18])[CH3:17], predict the reaction product. The product is: [C:16]([O:1][C:2]1[CH:3]=[C:4]([CH:8]=[CH:9][C:10]=1[C:11]([F:12])([F:13])[F:14])[C:5]([OH:7])=[O:6])(=[O:18])[CH3:17]. (10) Given the reactants [Cl-].[Al+3].[Cl-].[Cl-].[BH4-].[Na+].[Br:7][C:8]1[O:12][C:11]([C:13]([C:15]2[CH:20]=[CH:19][C:18]([F:21])=[CH:17][CH:16]=2)=O)=[CH:10][CH:9]=1.O, predict the reaction product. The product is: [Br:7][C:8]1[O:12][C:11]([CH2:13][C:15]2[CH:20]=[CH:19][C:18]([F:21])=[CH:17][CH:16]=2)=[CH:10][CH:9]=1.